This data is from NCI-60 drug combinations with 297,098 pairs across 59 cell lines. The task is: Regression. Given two drug SMILES strings and cell line genomic features, predict the synergy score measuring deviation from expected non-interaction effect. (1) Drug 1: C1CC(=O)NC(=O)C1N2C(=O)C3=CC=CC=C3C2=O. Drug 2: CC12CCC3C(C1CCC2OP(=O)(O)O)CCC4=C3C=CC(=C4)OC(=O)N(CCCl)CCCl.[Na+]. Cell line: MOLT-4. Synergy scores: CSS=2.09, Synergy_ZIP=0.311, Synergy_Bliss=0.408, Synergy_Loewe=3.60, Synergy_HSA=-2.10. (2) Drug 2: C1=CC=C(C=C1)NC(=O)CCCCCCC(=O)NO. Drug 1: CC1OCC2C(O1)C(C(C(O2)OC3C4COC(=O)C4C(C5=CC6=C(C=C35)OCO6)C7=CC(=C(C(=C7)OC)O)OC)O)O. Synergy scores: CSS=40.6, Synergy_ZIP=1.43, Synergy_Bliss=6.42, Synergy_Loewe=7.33, Synergy_HSA=8.71. Cell line: RXF 393. (3) Drug 1: CC1C(C(=O)NC(C(=O)N2CCCC2C(=O)N(CC(=O)N(C(C(=O)O1)C(C)C)C)C)C(C)C)NC(=O)C3=C4C(=C(C=C3)C)OC5=C(C(=O)C(=C(C5=N4)C(=O)NC6C(OC(=O)C(N(C(=O)CN(C(=O)C7CCCN7C(=O)C(NC6=O)C(C)C)C)C)C(C)C)C)N)C. Drug 2: CC1=C(N=C(N=C1N)C(CC(=O)N)NCC(C(=O)N)N)C(=O)NC(C(C2=CN=CN2)OC3C(C(C(C(O3)CO)O)O)OC4C(C(C(C(O4)CO)O)OC(=O)N)O)C(=O)NC(C)C(C(C)C(=O)NC(C(C)O)C(=O)NCCC5=NC(=CS5)C6=NC(=CS6)C(=O)NCCC[S+](C)C)O. Cell line: HCT-15. Synergy scores: CSS=16.2, Synergy_ZIP=-2.82, Synergy_Bliss=3.22, Synergy_Loewe=-0.0567, Synergy_HSA=1.64. (4) Drug 1: CN1CCC(CC1)COC2=C(C=C3C(=C2)N=CN=C3NC4=C(C=C(C=C4)Br)F)OC. Drug 2: C1=NC2=C(N1)C(=S)N=C(N2)N. Cell line: PC-3. Synergy scores: CSS=27.9, Synergy_ZIP=-2.69, Synergy_Bliss=0.939, Synergy_Loewe=-5.35, Synergy_HSA=2.09. (5) Drug 1: CCC1=CC2CC(C3=C(CN(C2)C1)C4=CC=CC=C4N3)(C5=C(C=C6C(=C5)C78CCN9C7C(C=CC9)(C(C(C8N6C)(C(=O)OC)O)OC(=O)C)CC)OC)C(=O)OC.C(C(C(=O)O)O)(C(=O)O)O. Drug 2: CC1=C2C(C(=O)C3(C(CC4C(C3C(C(C2(C)C)(CC1OC(=O)C(C(C5=CC=CC=C5)NC(=O)OC(C)(C)C)O)O)OC(=O)C6=CC=CC=C6)(CO4)OC(=O)C)O)C)O. Cell line: MALME-3M. Synergy scores: CSS=50.9, Synergy_ZIP=3.40, Synergy_Bliss=2.00, Synergy_Loewe=6.05, Synergy_HSA=8.33. (6) Drug 1: CC(C)(C#N)C1=CC(=CC(=C1)CN2C=NC=N2)C(C)(C)C#N. Drug 2: C#CCC(CC1=CN=C2C(=N1)C(=NC(=N2)N)N)C3=CC=C(C=C3)C(=O)NC(CCC(=O)O)C(=O)O. Cell line: HCT-15. Synergy scores: CSS=2.04, Synergy_ZIP=-0.0106, Synergy_Bliss=-3.80, Synergy_Loewe=0.530, Synergy_HSA=-4.54.